From a dataset of Forward reaction prediction with 1.9M reactions from USPTO patents (1976-2016). Predict the product of the given reaction. Given the reactants CO[CH2:3][CH2:4][N:5]1[C:11]2[CH:12]=[C:13]([N+:16]([O-])=O)[CH:14]=[CH:15][C:10]=2[CH2:9][CH2:8][CH2:7][C:6]1=[O:19].O.NN, predict the reaction product. The product is: [NH2:16][C:13]1[CH:14]=[CH:15][C:10]2[CH2:9][CH2:8][CH2:7][C:6](=[O:19])[N:5]([CH2:4][CH3:3])[C:11]=2[CH:12]=1.